From a dataset of Catalyst prediction with 721,799 reactions and 888 catalyst types from USPTO. Predict which catalyst facilitates the given reaction. (1) Reactant: CN([C:4]([O:8]N1N=NC2C=CC=NC1=2)=[N+](C)C)C.F[P-](F)(F)(F)(F)F.[CH2:25]([C:27]1[S:28][CH:29]=[C:30]([C:32]([N:34]2[CH2:39][C:38]3([CH2:44][CH2:43][N:42]([CH2:45][CH2:46][C:47]4[CH:60]=[CH:59][C:50]([CH2:51][CH2:52][O:53][CH2:54][CH2:55]C(O)=O)=[CH:49][CH:48]=4)[CH2:41][CH2:40]3)[O:37][CH2:36][CH2:35]2)=[O:33])[N:31]=1)[CH3:26].[CH3:61][O:62][CH:63]([O:69][CH3:70])[CH2:64][NH:65][CH2:66][CH2:67][CH3:68].C(N(CC)CC)C. Product: [CH3:61][O:62][CH:63]([O:69][CH3:70])[CH2:64][N:65]([CH2:66][CH2:67][CH3:68])[C:4](=[O:8])[CH2:55][CH2:54][O:53][CH2:52][CH2:51][C:50]1[CH:49]=[CH:48][C:47]([CH2:46][CH2:45][N:42]2[CH2:41][CH2:40][C:38]3([O:37][CH2:36][CH2:35][N:34]([C:32]([C:30]4[N:31]=[C:27]([CH2:25][CH3:26])[S:28][CH:29]=4)=[O:33])[CH2:39]3)[CH2:44][CH2:43]2)=[CH:60][CH:59]=1. The catalyst class is: 4. (2) Reactant: [BH4-].[Na+].[Cl:3][C:4]1[O:8][C:7]([CH:9]2[C:14]3=[C:15]4[N:31]([CH3:32])[C:30](=[O:33])[N:29]([CH3:34])[C:28](=[O:35])[C:16]4=[C:17]([C:18]4[S:19][CH:20]=[C:21]([C:23](OCC)=[O:24])[N:22]=4)[N:13]3[CH2:12][CH2:11][S:10]2)=[CH:6][CH:5]=1.[Cl-].[Li+]. Product: [Cl:3][C:4]1[O:8][C:7]([CH:9]2[C:14]3=[C:15]4[N:31]([CH3:32])[C:30](=[O:33])[N:29]([CH3:34])[C:28](=[O:35])[C:16]4=[C:17]([C:18]4[S:19][CH:20]=[C:21]([CH2:23][OH:24])[N:22]=4)[N:13]3[CH2:12][CH2:11][S:10]2)=[CH:6][CH:5]=1. The catalyst class is: 353.